Task: Predict the reactants needed to synthesize the given product.. Dataset: Full USPTO retrosynthesis dataset with 1.9M reactions from patents (1976-2016) (1) Given the product [NH2:1][C:2]1[C:11]2=[CH:12][N:13]([CH:15]3[O:16][CH:17]([C:23]([C:30]4[CH:31]=[CH:32][CH:33]=[CH:34][CH:35]=4)([C:36]4[CH:37]=[CH:38][CH:39]=[CH:40][CH:41]=4)[O:24][SiH2:25][C:26]([CH3:27])([CH3:28])[CH3:29])[CH:18]([O:22][C:43](=[O:47])[CH:44]([CH3:46])[CH3:45])[C:19]3([OH:21])[CH3:20])[N:14]=[C:9]3[C:10]2=[C:4]([C:5](=[O:42])[NH:6][N:7]=[CH:8]3)[CH:3]=1, predict the reactants needed to synthesize it. The reactants are: [NH2:1][C:2]1[C:11]2=[CH:12][N:13]([CH:15]3[C:19]([OH:21])([CH3:20])[CH:18]([OH:22])[CH:17]([C:23]([C:36]4[CH:41]=[CH:40][CH:39]=[CH:38][CH:37]=4)([C:30]4[CH:35]=[CH:34][CH:33]=[CH:32][CH:31]=4)[O:24][SiH2:25][C:26]([CH3:29])([CH3:28])[CH3:27])[O:16]3)[N:14]=[C:9]3[C:10]2=[C:4]([C:5](=[O:42])[NH:6][N:7]=[CH:8]3)[CH:3]=1.[C:43](Cl)(=[O:47])[CH:44]([CH3:46])[CH3:45]. (2) Given the product [CH3:10][CH:9]([CH3:11])[C@H:8]([NH:7][C:6](=[O:33])[C@@H:42]([NH:41][C:39](=[O:40])[CH2:72][C:68]1[CH:69]=[CH:70][CH:71]=[C:66]([O:59][C:60]2[CH:65]=[CH:64][CH:63]=[CH:62][CH:61]=2)[CH:67]=1)[CH2:46][C:47]1[CH:52]=[CH:51][C:50]([O:53][CH3:54])=[C:49]([O:55][CH3:56])[C:48]=1[O:57][CH3:58])[C:12]([NH:13][C@H:14]([B:19]1[O:27][C@H:26]2[C@:21]([CH3:31])([C@H:22]3[CH2:28][C@@H:24]([CH2:25]2)[C:23]3([CH3:30])[CH3:29])[O:20]1)[CH2:15][CH:16]([CH3:17])[CH3:18])=[O:32], predict the reactants needed to synthesize it. The reactants are: C(O[C:6](=[O:33])[NH:7][C@H:8]([C:12](=[O:32])[NH:13][C@H:14]([B:19]1[O:27][C@H:26]2[C@:21]([CH3:31])([C@H:22]3[CH2:28][C@@H:24]([CH2:25]2)[C:23]3([CH3:30])[CH3:29])[O:20]1)[CH2:15][CH:16]([CH3:18])[CH3:17])[CH:9]([CH3:11])[CH3:10])(C)(C)C.C(O[C:39]([NH:41][C@@H:42]([CH2:46][C:47]1[CH:52]=[CH:51][C:50]([O:53][CH3:54])=[C:49]([O:55][CH3:56])[C:48]=1[O:57][CH3:58])C(O)=O)=[O:40])(C)(C)C.[O:59]([C:66]1[CH:67]=[C:68]([CH2:72]C(O)=O)[CH:69]=[CH:70][CH:71]=1)[C:60]1[CH:65]=[CH:64][CH:63]=[CH:62][CH:61]=1. (3) Given the product [F:12][C:9]1[CH:10]=[C:11]2[C:6](=[CH:7][CH:8]=1)[N:5]=[CH:4][CH:3]=[C:2]2[N:13]1[CH2:18][CH2:17][CH:16]([CH2:19][C:20]([O:22][CH3:23])=[O:21])[CH2:15][CH2:14]1, predict the reactants needed to synthesize it. The reactants are: Cl[C:2]1[C:11]2[C:6](=[CH:7][CH:8]=[C:9]([F:12])[CH:10]=2)[N:5]=[CH:4][CH:3]=1.[NH:13]1[CH2:18][CH2:17][CH:16]([CH2:19][C:20]([O:22][CH3:23])=[O:21])[CH2:15][CH2:14]1.CCN(C(C)C)C(C)C.